Dataset: Forward reaction prediction with 1.9M reactions from USPTO patents (1976-2016). Task: Predict the product of the given reaction. (1) Given the reactants [F:1][C:2]([F:19])([F:18])[C:3]1[N:4]=[C:5]([C:8]2[C:16]3[CH2:15][CH2:14][O:13][CH2:12][C:11]=3[S:10][C:9]=2[NH2:17])[S:6][CH:7]=1.[C:20]12[C:29](=[O:30])[O:28][C:26](=[O:27])[C:21]=1[CH2:22][CH2:23][CH2:24][CH2:25]2, predict the reaction product. The product is: [F:19][C:2]([F:1])([F:18])[C:3]1[N:4]=[C:5]([C:8]2[C:16]3[CH2:15][CH2:14][O:13][CH2:12][C:11]=3[S:10][C:9]=2[NH:17][C:29]([C:20]2[CH2:25][CH2:24][CH2:23][CH2:22][C:21]=2[C:26]([OH:28])=[O:27])=[O:30])[S:6][CH:7]=1. (2) Given the reactants Cl[CH2:2][C@H:3]1[O:8][C:7]([CH3:10])([CH3:9])[O:6][C@@H:5]([CH2:11][C:12]([O:14][C:15]([CH3:24])([CH3:23])[CH2:16][C:17]2[CH:22]=[CH:21][CH:20]=[CH:19][CH:18]=2)=[O:13])[CH2:4]1.[S:25]1[C:29]2[CH:30]=[CH:31][CH:32]=[CH:33][C:28]=2[N:27]=[C:26]1[S-:34].[Na+], predict the reaction product. The product is: [S:25]1[C:29]2[CH:30]=[CH:31][CH:32]=[CH:33][C:28]=2[N:27]=[C:26]1[S:34][CH2:2][C@H:3]1[O:8][C:7]([CH3:10])([CH3:9])[O:6][C@@H:5]([CH2:11][C:12]([O:14][C:15]([CH3:24])([CH3:23])[CH2:16][C:17]2[CH:22]=[CH:21][CH:20]=[CH:19][CH:18]=2)=[O:13])[CH2:4]1. (3) Given the reactants [O:1]1[C:5]2[CH:6]=[CH:7][C:8]([C:10]3[CH:22]=[CH:21][C:13]([C:14]([O:16]C(C)(C)C)=[O:15])=[C:12]([NH:23][C:24](=[O:32])[C:25]4[CH:30]=[CH:29][C:28]([F:31])=[CH:27][CH:26]=4)[CH:11]=3)=[CH:9][C:4]=2[O:3][CH2:2]1, predict the reaction product. The product is: [O:1]1[C:5]2[CH:6]=[CH:7][C:8]([C:10]3[CH:22]=[CH:21][C:13]([C:14]([OH:16])=[O:15])=[C:12]([NH:23][C:24](=[O:32])[C:25]4[CH:30]=[CH:29][C:28]([F:31])=[CH:27][CH:26]=4)[CH:11]=3)=[CH:9][C:4]=2[O:3][CH2:2]1.